From a dataset of Forward reaction prediction with 1.9M reactions from USPTO patents (1976-2016). Predict the product of the given reaction. (1) Given the reactants [C:1]([C:3]1[CH:21]=[CH:20][C:6]2[N:7]([CH2:15][CH2:16][CH2:17][CH2:18][F:19])[C:8]([CH2:10][O:11]C(=O)C)=[N:9][C:5]=2[CH:4]=1)#[N:2], predict the reaction product. The product is: [NH2:2][CH2:1][C:3]1[CH:21]=[CH:20][C:6]2[N:7]([CH2:15][CH2:16][CH2:17][CH2:18][F:19])[C:8]([CH2:10][OH:11])=[N:9][C:5]=2[CH:4]=1. (2) Given the reactants [C:1]([NH:8][C@@H:9]([C:11]([OH:13])=O)[CH3:10])([O:3][C:4]([CH3:7])([CH3:6])[CH3:5])=[O:2].[CH:14]1([NH2:20])[CH2:19][CH2:18][CH2:17][CH2:16][CH2:15]1, predict the reaction product. The product is: [C:4]([O:3][C:1](=[O:2])[NH:8][CH:9]([C:11](=[O:13])[NH:20][CH:14]1[CH2:19][CH2:18][CH2:17][CH2:16][CH2:15]1)[CH3:10])([CH3:5])([CH3:6])[CH3:7]. (3) Given the reactants [C:1]([NH:7][NH2:8])(=[O:6])[CH2:2][CH2:3][CH:4]=[CH2:5].[O:9]=[C:10]=[N:11][C@H:12]([C:16]([O:18][CH3:19])=[O:17])[CH:13]([CH3:15])[CH3:14], predict the reaction product. The product is: [C:1]([NH:7][NH:8][C:10]([NH:11][C@H:12]([C:16]([O:18][CH3:19])=[O:17])[CH:13]([CH3:14])[CH3:15])=[O:9])(=[O:6])[CH2:2][CH2:3][CH:4]=[CH2:5]. (4) Given the reactants [Cl:1][C:2]1[CH:7]=[CH:6][C:5]([C:8](=[O:18])[NH:9][CH2:10][C:11]2[CH:16]=[CH:15][CH:14]=[C:13]([Cl:17])[CH:12]=2)=[CH:4][C:3]=1[NH:19][C:20]([C:22]1[C:35](=[O:36])[NH:34][C:25]2[N:26]=[C:27](S(C)(=O)=O)[N:28]=[CH:29][C:24]=2[CH:23]=1)=[O:21].[C:37]([O:41][C:42](=[O:50])[NH:43][CH:44]1[CH2:49][CH2:48][NH:47][CH2:46][CH2:45]1)([CH3:40])([CH3:39])[CH3:38].CN(C=O)C, predict the reaction product. The product is: [C:37]([O:41][C:42](=[O:50])[NH:43][CH:44]1[CH2:49][CH2:48][N:47]([C:27]2[N:28]=[CH:29][C:24]3[CH:23]=[C:22]([C:20](=[O:21])[NH:19][C:3]4[CH:4]=[C:5]([C:8](=[O:18])[NH:9][CH2:10][C:11]5[CH:16]=[CH:15][CH:14]=[C:13]([Cl:17])[CH:12]=5)[CH:6]=[CH:7][C:2]=4[Cl:1])[C:35](=[O:36])[NH:34][C:25]=3[N:26]=2)[CH2:46][CH2:45]1)([CH3:40])([CH3:38])[CH3:39]. (5) Given the reactants C(O[C:6](=[O:26])[NH:7][C@H:8]([C@@H:19]1[CH2:23][C@@H:22]([CH3:24])[C:21](=[O:25])[O:20]1)[CH2:9][C:10]1[CH:15]=[CH:14][CH:13]=[C:12]([CH2:16][CH:17]=[CH2:18])[CH:11]=1)(C)(C)C.Cl.[CH2:28]([NH:31][C:32]1[CH:33]=[C:34]([CH:38]=[C:39]([CH3:41])[N:40]=1)C(O)=O)[CH:29]=[CH2:30].C1C=CC2N(O)N=NC=2C=1.CCN=C=NCCCN(C)C.Cl.CCN(CC)CC, predict the reaction product. The product is: [CH2:28]([NH:31][C:32]1[CH:33]=[C:34]([CH:38]=[C:39]([CH3:41])[N:40]=1)[C:6]([NH:7][C@H:8]([C@@H:19]1[CH2:23][C@@H:22]([CH3:24])[C:21](=[O:25])[O:20]1)[CH2:9][C:10]1[CH:15]=[CH:14][CH:13]=[C:12]([CH2:16][CH:17]=[CH2:18])[CH:11]=1)=[O:26])[CH:29]=[CH2:30]. (6) Given the reactants [Cl:1][C:2]1[CH:7]=[C:6]([Cl:8])[CH:5]=[CH:4][C:3]=1[C:9]([C:11]1[C:12]([CH3:18])=[N:13][N:14]([CH3:17])[C:15]=1[OH:16])=[O:10].[Cl:19][C:20]1[CH:25]=[C:24](Cl)[N:23]=[N:22][C:21]=1[O:27][C:28]1[CH:33]=[CH:32][CH:31]=[CH:30][C:29]=1[CH3:34].C(=O)([O-])[O-].[K+].[K+], predict the reaction product. The product is: [Cl:19][C:20]1[CH:25]=[C:24]([O:16][C:15]2[N:14]([CH3:17])[N:13]=[C:12]([CH3:18])[C:11]=2[C:9]([C:3]2[CH:4]=[CH:5][C:6]([Cl:8])=[CH:7][C:2]=2[Cl:1])=[O:10])[N:23]=[N:22][C:21]=1[O:27][C:28]1[CH:33]=[CH:32][CH:31]=[CH:30][C:29]=1[CH3:34].